This data is from Catalyst prediction with 721,799 reactions and 888 catalyst types from USPTO. The task is: Predict which catalyst facilitates the given reaction. (1) Reactant: Cl.Cl.[CH2:3]([NH:10][NH2:11])[C:4]1[CH:9]=[CH:8][CH:7]=[CH:6][CH:5]=1.[O:12]1[C:17]2[CH:18]=[CH:19][C:20]([C:22](=O)[CH2:23][C:24](=O)[C:25]([F:28])([F:27])[F:26])=[CH:21][C:16]=2[CH2:15][CH2:14][CH2:13]1. Product: [CH2:3]([N:10]1[C:22]([C:20]2[CH:19]=[CH:18][C:17]3[O:12][CH2:13][CH2:14][CH2:15][C:16]=3[CH:21]=2)=[CH:23][C:24]([C:25]([F:28])([F:26])[F:27])=[N:11]1)[C:4]1[CH:9]=[CH:8][CH:7]=[CH:6][CH:5]=1. The catalyst class is: 10. (2) Reactant: [OH-:1].[K+].[CH3:3][O:4][C:5]1[CH:6]=[C:7]([C:11]([CH3:15])([CH3:14])[C:12]#N)[CH:8]=[CH:9][CH:10]=1.C[OH:17]. Product: [CH3:3][O:4][C:5]1[CH:6]=[C:7]([C:11]([CH3:15])([CH3:14])[C:12]([OH:17])=[O:1])[CH:8]=[CH:9][CH:10]=1. The catalyst class is: 6.